Dataset: Full USPTO retrosynthesis dataset with 1.9M reactions from patents (1976-2016). Task: Predict the reactants needed to synthesize the given product. (1) Given the product [OH:39][N:38]=[C:1]([C:3]1[CH:31]=[CH:30][C:6]([C:7]([NH:9][CH2:10][CH2:11][NH:12][C:13]([C:15]2[C:16]([C:26]([F:28])([F:27])[F:29])=[N:17][N:18]([C:20]3[CH:25]=[CH:24][CH:23]=[CH:22][CH:21]=3)[CH:19]=2)=[O:14])=[O:8])=[CH:5][N:4]=1)[NH2:2], predict the reactants needed to synthesize it. The reactants are: [C:1]([C:3]1[CH:31]=[CH:30][C:6]([C:7]([NH:9][CH2:10][CH2:11][NH:12][C:13]([C:15]2[C:16]([C:26]([F:29])([F:28])[F:27])=[N:17][N:18]([C:20]3[CH:25]=[CH:24][CH:23]=[CH:22][CH:21]=3)[CH:19]=2)=[O:14])=[O:8])=[CH:5][N:4]=1)#[N:2].C(=O)(O)[O-].[Na+].Cl.[NH2:38][OH:39].CCO. (2) Given the product [F:1][C:2]1[CH:3]=[CH:4][C:5]([N:8]2[CH2:13][CH2:12][N:11]([S:14]([CH2:17][CH:18]([NH:28][OH:29])[C:19]#[C:20][CH2:21][C:22]3[CH:23]=[CH:24][CH:25]=[CH:26][CH:27]=3)(=[O:16])=[O:15])[CH2:10][CH2:9]2)=[CH:6][CH:7]=1, predict the reactants needed to synthesize it. The reactants are: [F:1][C:2]1[CH:7]=[CH:6][C:5]([N:8]2[CH2:13][CH2:12][N:11]([S:14](/[CH:17]=[CH:18]/[C:19]#[C:20][CH2:21][C:22]3[CH:27]=[CH:26][CH:25]=[CH:24][CH:23]=3)(=[O:16])=[O:15])[CH2:10][CH2:9]2)=[CH:4][CH:3]=1.[NH2:28][OH:29]. (3) The reactants are: FC(F)(F)C(F)(F)C(F)(F)C(F)(F)S(OC1CCC[C:13]2[CH:17]=[C:18]([O:21][CH3:22])[CH:19]=[CH:20][C:12]=2[C:11]=1[CH2:23][CH3:24])(=O)=O.[CH3:33][O:34][C:35]1[CH:40]=[CH:39][C:38](B(O)O)=[CH:37][CH:36]=1.[C:44]1(C)[CH:49]=CC=[CH:46][CH:45]=1.C([O-])([O-])=O.[Na+].[Na+]. Given the product [CH2:23]([C:11]1[C:12]2[CH:20]=[CH:19][C:18]([O:21][CH3:22])=[CH:17][C:13]=2[CH2:46][CH2:45][CH2:44][C:49]=1[C:38]1[CH:39]=[CH:40][C:35]([O:34][CH3:33])=[CH:36][CH:37]=1)[CH3:24], predict the reactants needed to synthesize it. (4) Given the product [Cl:1][C:2]1[CH:3]=[CH:4][C:5]([C:15]#[C:16][Si:17]([CH3:19])([CH3:18])[CH3:20])=[C:6]([C:8]2[CH:13]=[CH:12][N:11]([CH:22]([CH3:30])[C:23]([O:25][C:26]([CH3:29])([CH3:28])[CH3:27])=[O:24])[C:10](=[O:14])[CH:9]=2)[CH:7]=1, predict the reactants needed to synthesize it. The reactants are: [Cl:1][C:2]1[CH:3]=[CH:4][C:5]([C:15]#[C:16][Si:17]([CH3:20])([CH3:19])[CH3:18])=[C:6]([C:8]2[CH:13]=[CH:12][NH:11][C:10](=[O:14])[CH:9]=2)[CH:7]=1.Br[CH:22]([CH3:30])[C:23]([O:25][C:26]([CH3:29])([CH3:28])[CH3:27])=[O:24]. (5) Given the product [C:1]([N:4]1[CH2:9][CH2:8][N:7]([C:10]2[CH:11]=[CH:12][C:13]([NH:16][C:17]3[N:25]=[C:24]4[C:20]([N:21]=[CH:22][NH:23]4)=[C:19]([O:32][C:33]4[CH:34]=[C:35]([NH:39][C:40](=[O:43])[CH:41]=[CH2:42])[CH:36]=[CH:37][CH:38]=4)[N:18]=3)=[CH:14][CH:15]=2)[CH2:6][CH2:5]1)(=[O:3])[CH3:2], predict the reactants needed to synthesize it. The reactants are: [C:1]([N:4]1[CH2:9][CH2:8][N:7]([C:10]2[CH:15]=[CH:14][C:13]([NH:16][C:17]3[N:25]=[C:24]4[C:20]([N:21]=[CH:22][N:23]4C4CCCCO4)=[C:19]([O:32][C:33]4[CH:34]=[C:35]([NH:39][C:40](=[O:43])[CH:41]=[CH2:42])[CH:36]=[CH:37][CH:38]=4)[N:18]=3)=[CH:12][CH:11]=2)[CH2:6][CH2:5]1)(=[O:3])[CH3:2]. (6) Given the product [Cl:1][C:2]1[S:6][C:5]([C:7]2[C:8]([C:13]3[CH:18]=[CH:17][N:16]=[CH:15][CH:14]=3)=[CH:9][NH:10][N:25]=2)=[CH:4][CH:3]=1, predict the reactants needed to synthesize it. The reactants are: [Cl:1][C:2]1[S:6][C:5]([C:7](=O)[C:8]([C:13]2[CH:18]=[CH:17][N:16]=[CH:15][CH:14]=2)=[CH:9][N:10](C)C)=[CH:4][CH:3]=1.O.NN.C([N:25](CC)CC)C. (7) The reactants are: [Cl:1][C:2]1[CH:3]=[C:4]([CH:13]=[CH:14][C:15]=1[Cl:16])[CH2:5][N:6]1[CH2:11][CH2:10][C:9](=O)[CH2:8][CH2:7]1.[CH3:17][NH2:18].C(O[BH-](OC(=O)C)OC(=O)C)(=O)C.[Na+].C(=O)(O)[O-].[Na+]. Given the product [Cl:1][C:2]1[CH:3]=[C:4]([CH:13]=[CH:14][C:15]=1[Cl:16])[CH2:5][N:6]1[CH2:11][CH2:10][CH:9]([NH:18][CH3:17])[CH2:8][CH2:7]1, predict the reactants needed to synthesize it. (8) Given the product [CH3:29][S:30]([O:1][CH2:2][CH2:3][N:4]([C:5]1[CH:12]=[CH:11][C:8]([C:9]#[N:10])=[C:7]([C:13]([F:15])([F:16])[F:14])[CH:6]=1)[CH2:17][C:18]([F:19])([F:20])[F:21])(=[O:32])=[O:31], predict the reactants needed to synthesize it. The reactants are: [OH:1][CH2:2][CH2:3][N:4]([CH2:17][C:18]([F:21])([F:20])[F:19])[C:5]1[CH:12]=[CH:11][C:8]([C:9]#[N:10])=[C:7]([C:13]([F:16])([F:15])[F:14])[CH:6]=1.CCN(CC)CC.[CH3:29][S:30](Cl)(=[O:32])=[O:31].